This data is from Full USPTO retrosynthesis dataset with 1.9M reactions from patents (1976-2016). The task is: Predict the reactants needed to synthesize the given product. (1) Given the product [ClH:29].[NH2:26][C:24]1[C:25]2[C:16]([O:15][CH2:14][C@H:10]3[CH2:11][CH2:12][CH2:13][NH:8][CH2:9]3)=[CH:17][CH:18]=[CH:19][C:20]=2[NH:21][S:22](=[O:27])(=[O:28])[N:23]=1, predict the reactants needed to synthesize it. The reactants are: C(OC([N:8]1[CH2:13][CH2:12][CH2:11][C@H:10]([CH2:14][O:15][C:16]2[C:25]3[C:24]([NH2:26])=[N:23][S:22](=[O:28])(=[O:27])[NH:21][C:20]=3[CH:19]=[CH:18][CH:17]=2)[CH2:9]1)=O)(C)(C)C.[ClH:29].CO. (2) Given the product [C:1]([O:12][CH2:20][CH2:19][O:18][CH2:17][CH2:16][N:15]([CH2:22][CH3:23])[CH2:13][CH3:14])(=[O:11])/[CH:2]=[CH:3]/[CH2:4][CH2:5][CH2:6][CH2:7][CH2:8][CH2:9][CH3:10], predict the reactants needed to synthesize it. The reactants are: [C:1]([OH:12])(=[O:11])/[CH:2]=[CH:3]/[CH2:4][CH2:5][CH2:6][CH2:7][CH2:8][CH2:9][CH3:10].[CH2:13]([N:15]([CH2:22][CH3:23])[CH2:16][CH2:17][O:18][CH2:19][CH2:20]O)[CH3:14]. (3) Given the product [C:1]([O:4][C@H:5]([CH3:28])[CH2:6][CH2:7][CH2:8][CH2:9][N:10]1[C:19](=[O:20])[C:18]2[N:17]([CH2:21][O:22][CH2:23][CH3:24])[C:16]([CH2:25][NH2:26])=[N:15][C:14]=2[N:13]([CH3:27])[C:11]1=[O:12])(=[O:3])[CH3:2], predict the reactants needed to synthesize it. The reactants are: [C:1]([O:4][C@H:5]([CH3:28])[CH2:6][CH2:7][CH2:8][CH2:9][N:10]1[C:19](=[O:20])[C:18]2[N:17]([CH2:21][O:22][CH2:23][CH3:24])[C:16]([C:25]#[N:26])=[N:15][C:14]=2[N:13]([CH3:27])[C:11]1=[O:12])(=[O:3])[CH3:2].[H][H]. (4) Given the product [NH2:47][C@@H:45]([CH3:46])[C:44]#[C:43][C:41]1[S:42][C:35]2[C:34]([NH:33][C:20]3[CH:21]=[CH:22][C:23]([O:24][CH2:25][C:26]4[CH:31]=[CH:30][CH:29]=[C:28]([F:32])[CH:27]=4)=[C:18]([Cl:17])[CH:19]=3)=[N:39][CH:38]=[N:37][C:36]=2[CH:40]=1, predict the reactants needed to synthesize it. The reactants are: BrC1SC2C(Cl)=NC=NC=2C=1.C[C@@H](O)C#C.[Cl:17][C:18]1[CH:19]=[C:20]([NH:33][C:34]2[C:35]3[S:42][C:41]([C:43]#[C:44][C@@H:45]([N:47]4C(=O)C5C(=CC=CC=5)C4=O)[CH3:46])=[CH:40][C:36]=3[N:37]=[CH:38][N:39]=2)[CH:21]=[CH:22][C:23]=1[O:24][CH2:25][C:26]1[CH:31]=[CH:30][CH:29]=[C:28]([F:32])[CH:27]=1. (5) Given the product [C:22]1([CH3:27])[CH:23]=[CH:24][CH:25]=[CH:26][C:21]=1[CH2:20][CH2:19][C:17]1[CH:16]=[CH:15][N:14]=[C:13]([NH:12][C:10]([NH2:9])=[O:11])[CH:18]=1, predict the reactants needed to synthesize it. The reactants are: C([NH:9][C:10]([NH:12][C:13]1[CH:18]=[C:17]([CH2:19][CH2:20][C:21]2[CH:26]=[CH:25][CH:24]=[CH:23][C:22]=2[CH3:27])[CH:16]=[CH:15][N:14]=1)=[O:11])(=O)C1C=CC=CC=1.C(=O)([O-])[O-].[K+].[K+]. (6) Given the product [Cl:1][C:2]1[CH:3]=[CH:4][C:5]2[C:6]([CH:7]=1)=[C:26]1[C:27](=[C:32]([NH2:33])[N:8]=2)[N:28]=[CH:29][CH:30]=[CH:31]1, predict the reactants needed to synthesize it. The reactants are: [Cl:1][C:2]1[CH:7]=[CH:6][C:5]([NH:8]C(=O)OC(C)(C)C)=[C:4](B2OC(C)(C)C(C)(C)O2)[CH:3]=1.Br[C:26]1[C:27]([C:32]#[N:33])=[N:28][CH:29]=[CH:30][CH:31]=1.C(=O)([O-])[O-].[K+].[K+]. (7) Given the product [NH:1]1[C:9]2[C:4](=[CH:5][C:6]([NH:10][C:11]3[C:20]4[C:15](=[CH:16][CH:17]=[CH:18][CH:19]=4)[N:14]=[C:13]([C:21]4[CH:22]=[C:23]([CH:29]=[CH:30][CH:31]=4)[O:24][CH2:25][C:26]([NH:56][CH:51]4[CH2:52][CH2:53][CH2:54]4)=[O:27])[N:12]=3)=[CH:7][CH:8]=2)[CH:3]=[N:2]1, predict the reactants needed to synthesize it. The reactants are: [NH:1]1[C:9]2[C:4](=[CH:5][C:6]([NH:10][C:11]3[C:20]4[C:15](=[CH:16][CH:17]=[CH:18][CH:19]=4)[N:14]=[C:13]([C:21]4[CH:22]=[C:23]([CH:29]=[CH:30][CH:31]=4)[O:24][CH2:25][C:26](O)=[O:27])[N:12]=3)=[CH:7][CH:8]=2)[CH:3]=[N:2]1.C1CN([P+](ON2N=[N:56][C:51]3[CH:52]=[CH:53][CH:54]=CC2=3)(N2CCCC2)N2CCCC2)CC1.F[P-](F)(F)(F)(F)F.CCN(C(C)C)C(C)C.C1(N)CCC1. (8) Given the product [CH:16]([C:18]1[CH:23]=[CH:22][C:21]([C:2]2[CH:7]=[CH:6][N:5]=[C:4]([NH:8][C:9](=[O:15])[O:10][C:11]([CH3:14])([CH3:13])[CH3:12])[CH:3]=2)=[CH:20][CH:19]=1)=[O:17], predict the reactants needed to synthesize it. The reactants are: I[C:2]1[CH:7]=[CH:6][N:5]=[C:4]([NH:8][C:9](=[O:15])[O:10][C:11]([CH3:14])([CH3:13])[CH3:12])[CH:3]=1.[CH:16]([C:18]1[CH:23]=[CH:22][C:21](B(O)O)=[CH:20][CH:19]=1)=[O:17].C(=O)([O-])[O-].[Na+].[Na+].